Dataset: Full USPTO retrosynthesis dataset with 1.9M reactions from patents (1976-2016). Task: Predict the reactants needed to synthesize the given product. (1) Given the product [CH2:1]([N:8]([CH2:9][CH:10]([C:18]1[CH:23]=[CH:22][C:21]([Cl:24])=[C:20]([Cl:25])[CH:19]=1)[CH:11]1[CH2:15][O:14][C:13]([CH3:17])([CH3:16])[O:12]1)[C:35](=[O:36])[CH2:34][Cl:33])[C:2]1[CH:3]=[CH:4][CH:5]=[CH:6][CH:7]=1, predict the reactants needed to synthesize it. The reactants are: [CH2:1]([NH:8][CH2:9][CH:10]([C:18]1[CH:23]=[CH:22][C:21]([Cl:24])=[C:20]([Cl:25])[CH:19]=1)[CH:11]1[CH2:15][O:14][C:13]([CH3:17])([CH3:16])[O:12]1)[C:2]1[CH:7]=[CH:6][CH:5]=[CH:4][CH:3]=1.C(N(CC)CC)C.[Cl:33][CH2:34][C:35](Cl)=[O:36].O. (2) The reactants are: [CH3:1][C:2]1[C:10]2[C:5](=[N:6][CH:7]=[CH:8][C:9]=2[N:11]2[CH:15]=[C:14]([C:16]3[CH:21]=[CH:20][CH:19]=[CH:18][CH:17]=3)[N:13]=[CH:12]2)[N:4](COCC[Si](C)(C)C)[CH:3]=1.[F-].C([N+](CCCC)(CCCC)CCCC)CCC. Given the product [CH3:1][C:2]1[C:10]2[C:5](=[N:6][CH:7]=[CH:8][C:9]=2[N:11]2[CH:15]=[C:14]([C:16]3[CH:17]=[CH:18][CH:19]=[CH:20][CH:21]=3)[N:13]=[CH:12]2)[NH:4][CH:3]=1, predict the reactants needed to synthesize it. (3) Given the product [Br:1][C:2]1[C:11]([C:12](=[CH2:21])[C:13]([O:15][CH3:16])=[O:14])=[C:10]2[C:5]([CH:6]=[CH:7][C:8]([O:17][CH3:18])=[N:9]2)=[CH:4][CH:3]=1, predict the reactants needed to synthesize it. The reactants are: [Br:1][C:2]1[C:11]([CH2:12][C:13]([O:15][CH3:16])=[O:14])=[C:10]2[C:5]([CH:6]=[CH:7][C:8]([O:17][CH3:18])=[N:9]2)=[CH:4][CH:3]=1.C=O.[C:21](=O)([O-])[O-].[K+].[K+].O. (4) The reactants are: [CH3:1][O:2][C:3](=[O:21])[CH:4]([C:6]1[CH:7]=[N:8][CH:9]=[C:10]([C:12]2[CH:17]=[CH:16][C:15]([F:18])=[CH:14][C:13]=2[CH:19]=O)[CH:11]=1)[CH3:5].[CH2:22]([NH2:24])[CH3:23]. Given the product [CH3:1][O:2][C:3](=[O:21])[CH:4]([C:6]1[CH:7]=[N:8][CH:9]=[C:10]([C:12]2[CH:17]=[CH:16][C:15]([F:18])=[CH:14][C:13]=2[CH2:19][NH:24][CH2:22][CH3:23])[CH:11]=1)[CH3:5], predict the reactants needed to synthesize it. (5) Given the product [C:36]1([CH2:35][O:34][C:30]2[CH:29]=[C:28](/[C:26](/[CH3:25])=[CH:7]/[C:5]([O:4][CH3:3])=[O:6])[CH:33]=[CH:32][CH:31]=2)[CH:37]=[CH:38][CH:39]=[CH:40][CH:41]=1, predict the reactants needed to synthesize it. The reactants are: [Cl-].[Li+].[CH3:3][O:4][C:5]([CH2:7]P(OC)(OC)=O)=[O:6].C1CCN2C(=NCCC2)CC1.[CH3:25][C:26]([C:28]1[CH:33]=[CH:32][CH:31]=[C:30]([O:34][CH2:35][C:36]2[CH:41]=[CH:40][CH:39]=[CH:38][CH:37]=2)[CH:29]=1)=O.